This data is from Reaction yield outcomes from USPTO patents with 853,638 reactions. The task is: Predict the reaction yield, written as a fraction of the theoretical maximum amount of product (1.0 means a 100% yield; for example, 0.34 means a 34% yield). The reactants are [NH:1]1[C:5]2[CH:6]=[CH:7][C:8]([C:10]([OH:12])=O)=[CH:9][C:4]=2[N:3]=[CH:2]1.[CH3:13][O:14][C:15]1[CH:28]=[CH:27][C:18]2[C@@H:19]3[C@H:24]([CH2:25][CH2:26][C:17]=2[CH:16]=1)[NH:23][CH2:22][CH2:21][CH2:20]3. No catalyst specified. The product is [NH:1]1[C:5]2[CH:6]=[CH:7][C:8]([C:10]([N:23]3[C@@H:24]4[C@@H:19]([C:18]5[CH:27]=[CH:28][C:15]([O:14][CH3:13])=[CH:16][C:17]=5[CH2:26][CH2:25]4)[CH2:20][CH2:21][CH2:22]3)=[O:12])=[CH:9][C:4]=2[N:3]=[CH:2]1. The yield is 0.780.